This data is from Full USPTO retrosynthesis dataset with 1.9M reactions from patents (1976-2016). The task is: Predict the reactants needed to synthesize the given product. (1) Given the product [I-:23].[CH:1]1([C:4]([C:16]2[CH:21]=[CH:20][CH:19]=[CH:18][CH:17]=2)([CH3:15])[C:5]([O:7][CH:8]2[CH2:9][CH2:10][N+:11]([CH3:22])([CH3:14])[CH2:12][CH2:13]2)=[O:6])[CH2:3][CH2:2]1, predict the reactants needed to synthesize it. The reactants are: [CH:1]1([C:4]([C:16]2[CH:21]=[CH:20][CH:19]=[CH:18][CH:17]=2)([CH3:15])[C:5]([O:7][CH:8]2[CH2:13][CH2:12][N:11]([CH3:14])[CH2:10][CH2:9]2)=[O:6])[CH2:3][CH2:2]1.[CH3:22][I:23]. (2) The reactants are: O.Cl.[NH:3]1[CH2:8][CH2:7][C:6](=[O:9])[CH2:5][CH2:4]1.C(N(CC)CC)C.[F:17][C:18]1[CH:25]=[CH:24][C:21]([CH2:22]Cl)=[CH:20][CH:19]=1.O. Given the product [F:17][C:18]1[CH:25]=[CH:24][C:21]([CH2:22][N:3]2[CH2:8][CH2:7][C:6](=[O:9])[CH2:5][CH2:4]2)=[CH:20][CH:19]=1, predict the reactants needed to synthesize it. (3) Given the product [CH2:13]([CH:15]([O:20][C@H:21]1[CH2:26][CH2:25][C@H:24]([N:27]2[C:32](=[O:33])[C:31]([CH2:34][C:35]3[CH:40]=[CH:39][C:38]([C:41]4[CH:46]=[CH:45][CH:44]=[CH:43][C:42]=4[C:47]4[NH:3][C:4](=[O:7])[O:5][N:48]=4)=[CH:37][C:36]=3[F:49])=[C:30]([CH2:50][CH2:51][CH3:52])[N:29]3[N:53]=[CH:54][N:55]=[C:28]23)[CH2:23][CH2:22]1)[C:16]([OH:19])([CH3:17])[CH3:18])[CH3:14], predict the reactants needed to synthesize it. The reactants are: [Cl-].O[NH3+:3].[C:4](=[O:7])([O-])[OH:5].[Na+].CS(C)=O.[CH2:13]([CH:15]([O:20][C@H:21]1[CH2:26][CH2:25][C@H:24]([N:27]2[C:32](=[O:33])[C:31]([CH2:34][C:35]3[CH:40]=[CH:39][C:38]([C:41]4[C:42]([C:47]#[N:48])=[CH:43][CH:44]=[CH:45][CH:46]=4)=[CH:37][C:36]=3[F:49])=[C:30]([CH2:50][CH2:51][CH3:52])[N:29]3[N:53]=[CH:54][N:55]=[C:28]23)[CH2:23][CH2:22]1)[C:16]([OH:19])([CH3:18])[CH3:17])[CH3:14]. (4) Given the product [ClH:1].[F:18][C:4]1[CH:5]=[C:6]([NH:9][C:10]([C@H:12]2[CH2:16][CH2:15][NH:14][CH2:13]2)=[O:11])[CH:7]=[CH:8][C:3]=1[F:2].[F:18][C:19]1[CH:20]=[C:21]([NH:22][C:10]([C@H:12]2[CH2:16][CH2:15][N:14]([S:39](=[O:41])(=[O:40])[NH:27][C@H:28]3[CH2:32][CH2:31][O:30][CH2:29]3)[CH2:13]2)=[O:11])[CH:23]=[CH:24][C:25]=1[F:26], predict the reactants needed to synthesize it. The reactants are: [ClH:1].[F:2][C:3]1[CH:8]=[CH:7][C:6]([NH:9][C:10]([C@H:12]2[CH2:16][CH2:15][NH:14][CH2:13]2)=[O:11])=[CH:5][C:4]=1C.[F:18][C:19]1[CH:20]=[C:21]([CH:23]=[CH:24][C:25]=1[F:26])[NH2:22].[NH2:27][C@H:28]1[CH2:32][CH2:31][O:30][CH2:29]1.C1(C)C=CC([S:39]([O-])(=[O:41])=[O:40])=CC=1. (5) Given the product [C:3]([Si:7]([CH3:19])([CH3:18])[O:8][CH:9]([C:11]1[O:12][C:13]([CH2:16][N:25]2[N:24]=[C:23]([N+:20]([O-:22])=[O:21])[CH:27]=[N:26]2)=[CH:14][N:15]=1)[CH3:10])([CH3:6])([CH3:5])[CH3:4], predict the reactants needed to synthesize it. The reactants are: N#N.[C:3]([Si:7]([CH3:19])([CH3:18])[O:8][CH:9]([C:11]1[O:12][C:13]([CH2:16]Cl)=[CH:14][N:15]=1)[CH3:10])([CH3:6])([CH3:5])[CH3:4].[N+:20]([C:23]1[CH:27]=[N:26][NH:25][N:24]=1)([O-:22])=[O:21].CCN(C(C)C)C(C)C. (6) Given the product [CH3:1][C:2]1[CH:12]=[C:11]([CH3:13])[C:10]([CH3:14])=[CH:9][C:3]=1[CH2:4][C:5]([OH:7])=[O:6], predict the reactants needed to synthesize it. The reactants are: [CH3:1][C:2]1[CH:12]=[C:11]([CH3:13])[C:10]([CH3:14])=[CH:9][C:3]=1[CH:4](O)[C:5]([OH:7])=[O:6].Cl. (7) Given the product [C:19]1([C:25]2[CH:26]=[C:27]3[C:31](=[CH:32][C:33]=2[C:34]2[CH:35]=[CH:36][CH:37]=[CH:38][CH:39]=2)[NH:30][N:29]=[C:28]3[NH:48][C:49](=[O:53])[CH2:50][CH2:51][CH3:52])[CH:24]=[CH:23][CH:22]=[CH:21][CH:20]=1, predict the reactants needed to synthesize it. The reactants are: [F-].C([N+](CCCC)(CCCC)CCCC)CCC.[C:19]1([C:25]2[CH:26]=[C:27]3[C:31](=[CH:32][C:33]=2[C:34]2[CH:39]=[CH:38][CH:37]=[CH:36][CH:35]=2)[N:30](COCC[Si](C)(C)C)[N:29]=[C:28]3[NH:48][C:49](=[O:53])[CH2:50][CH2:51][CH3:52])[CH:24]=[CH:23][CH:22]=[CH:21][CH:20]=1.C(OCC)(=O)C. (8) Given the product [CH3:31][C:30]1[S:23][C:2]2[CH:10]=[CH:9][C:5]([C:6]([OH:8])=[O:7])=[CH:4][C:3]=2[N:11]=1, predict the reactants needed to synthesize it. The reactants are: Cl[C:2]1[CH:10]=[CH:9][C:5]([C:6]([OH:8])=[O:7])=[CH:4][C:3]=1[N+:11]([O-])=O.O.O.O.O.O.O.O.O.O.[S-2:23].[Na+].[Na+].C(O[C:30](=O)[CH3:31])(=O)C.